From a dataset of Full USPTO retrosynthesis dataset with 1.9M reactions from patents (1976-2016). Predict the reactants needed to synthesize the given product. (1) Given the product [CH2:1]([O:9][C:10]1[CH:11]=[CH:12][C:13]([CH:16]2[O:21][CH2:20][CH2:19][N:18]([CH2:31][N:22]3[C:26]4[CH:27]=[CH:28][CH:29]=[CH:30][C:25]=4[N:24]=[N:23]3)[CH2:17]2)=[CH:14][CH:15]=1)[CH2:2][CH2:3][CH2:4][CH2:5][CH2:6][CH2:7][CH3:8], predict the reactants needed to synthesize it. The reactants are: [CH2:1]([O:9][C:10]1[CH:15]=[CH:14][C:13]([CH:16]2[O:21][CH2:20][CH2:19][NH:18][CH2:17]2)=[CH:12][CH:11]=1)[CH2:2][CH2:3][CH2:4][CH2:5][CH2:6][CH2:7][CH3:8].[N:22]1([CH2:31]O)[C:26]2[CH:27]=[CH:28][CH:29]=[CH:30][C:25]=2[N:24]=[N:23]1. (2) Given the product [CH3:24][O:25][C:26](=[O:42])[C@@H:27]([NH:41][C:15]([C:12]1[CH:11]=[N:10][C:9]([CH2:8][O:7][C:6]2[CH:18]=[CH:19][CH:20]=[C:4]([O:3][C:2]([F:1])([F:22])[F:21])[CH:5]=2)=[CH:14][N:13]=1)=[O:17])[CH2:28][C:29]1[CH:34]=[CH:33][C:32]([C:35]2[CH:40]=[CH:39][CH:38]=[CH:37][CH:36]=2)=[CH:31][CH:30]=1, predict the reactants needed to synthesize it. The reactants are: [F:1][C:2]([F:22])([F:21])[O:3][C:4]1[CH:5]=[C:6]([CH:18]=[CH:19][CH:20]=1)[O:7][CH2:8][C:9]1[N:10]=[CH:11][C:12]([C:15]([OH:17])=O)=[N:13][CH:14]=1.Cl.[CH3:24][O:25][C:26](=[O:42])[C@@H:27]([NH2:41])[CH2:28][C:29]1[CH:34]=[CH:33][C:32]([C:35]2[CH:40]=[CH:39][CH:38]=[CH:37][CH:36]=2)=[CH:31][CH:30]=1.CN(C(ON1N=NC2C=CC=CC1=2)=[N+](C)C)C.F[P-](F)(F)(F)(F)F.CCN(C(C)C)C(C)C. (3) Given the product [F:1][C:2]1[C:7]2[N:8]=[CH:9][O:10][C:6]=2[CH:5]=[C:4]([C:11]([OH:13])=[O:12])[C:3]=1[NH:14][C:15]1[CH:20]=[CH:19][C:18]([I:29])=[CH:17][C:16]=1[F:21], predict the reactants needed to synthesize it. The reactants are: [F:1][C:2]1[C:7]2[N:8]=[CH:9][O:10][C:6]=2[CH:5]=[C:4]([C:11]([OH:13])=[O:12])[C:3]=1[NH:14][C:15]1[CH:20]=[CH:19][CH:18]=[CH:17][C:16]=1[F:21].C1C(=O)N([I:29])C(=O)C1. (4) Given the product [CH2:18]([S:20][CH2:21][C:22]([C:23]1[N:12]([S:13]([CH3:16])(=[O:15])=[O:14])[C:5]2[C:4]([CH:24]=1)=[CH:3][C:2]([F:1])=[C:7]([C:8]([F:11])([F:10])[F:9])[CH:6]=2)([OH:25])[CH3:26])[CH3:19], predict the reactants needed to synthesize it. The reactants are: [F:1][C:2]1[C:7]([C:8]([F:11])([F:10])[F:9])=[CH:6][C:5]([NH:12][S:13]([CH3:16])(=[O:15])=[O:14])=[C:4](I)[CH:3]=1.[CH2:18]([S:20][CH2:21][C:22]([CH3:26])([OH:25])[C:23]#[CH:24])[CH3:19].